Dataset: Full USPTO retrosynthesis dataset with 1.9M reactions from patents (1976-2016). Task: Predict the reactants needed to synthesize the given product. (1) Given the product [F:26][C:27]1[C:32]([O:33][CH3:34])=[CH:31][CH:30]=[CH:29][C:28]=1[C:2]1[CH:7]=[CH:6][CH:5]=[C:4]([C:8]2([C:18]3[CH:23]=[N:22][C:21]([O:24][CH3:25])=[N:20][CH:19]=3)[C:16]3[C:11](=[CH:12][CH:13]=[CH:14][CH:15]=3)[C:10]([NH2:17])=[N:9]2)[CH:3]=1, predict the reactants needed to synthesize it. The reactants are: Br[C:2]1[CH:3]=[C:4]([C:8]2([C:18]3[CH:19]=[N:20][C:21]([O:24][CH3:25])=[N:22][CH:23]=3)[C:16]3[C:11](=[CH:12][CH:13]=[CH:14][CH:15]=3)[C:10]([NH2:17])=[N:9]2)[CH:5]=[CH:6][CH:7]=1.[F:26][C:27]1[C:32]([O:33][CH3:34])=[CH:31][CH:30]=[CH:29][C:28]=1B(O)O. (2) Given the product [CH2:26]([O:25][C:23]([C:22]1[C:21]([CH3:28])=[N:15][C:11]2[C:10]([C:16]=1[NH2:17])=[C:9]([O:8][CH2:7][C:6]([CH3:18])([CH3:19])[CH2:5][OH:4])[CH:14]=[CH:13][CH:12]=2)=[O:24])[CH3:27], predict the reactants needed to synthesize it. The reactants are: C([O:4][CH2:5][C:6]([CH3:19])([CH3:18])[CH2:7][O:8][C:9]1[CH:14]=[CH:13][CH:12]=[C:11]([NH2:15])[C:10]=1[C:16]#[N:17])(=O)C.O=[C:21]([CH3:28])[CH2:22][C:23]([O:25][CH2:26][CH3:27])=[O:24]. (3) Given the product [CH3:23][O:22][C:20]1[CH:19]=[CH:18][CH:17]=[C:16]2[C:21]=1[CH:13]([NH:12][C:7]1[CH:6]=[CH:5][C:4]3[C:9](=[CH:10][CH:11]=[C:2]([NH:24][C:25]4[CH:30]=[CH:29][CH:28]=[C:27]([CH3:31])[N:26]=4)[CH:3]=3)[N:8]=1)[CH2:14][CH2:15]2, predict the reactants needed to synthesize it. The reactants are: Br[C:2]1[CH:3]=[C:4]2[C:9](=[CH:10][CH:11]=1)[N:8]=[C:7]([NH:12][CH:13]1[C:21]3[C:16](=[CH:17][CH:18]=[CH:19][C:20]=3[O:22][CH3:23])[CH2:15][CH2:14]1)[CH:6]=[CH:5]2.[NH2:24][C:25]1[CH:30]=[CH:29][CH:28]=[C:27]([CH3:31])[N:26]=1. (4) Given the product [ClH:33].[CH3:1][N:2]([CH2:4][CH:5]1[CH2:11][CH2:10][O:9][C:8]2[CH:12]=[CH:13][CH:14]=[CH:15][C:7]=2/[C:6]/1=[CH:17]\[C:18]1[CH:19]=[C:20]([OH:24])[CH:21]=[CH:22][CH:23]=1)[CH3:3], predict the reactants needed to synthesize it. The reactants are: [CH3:1][N:2]([CH2:4][CH:5]1[CH2:11][CH2:10][O:9][C:8]2[CH:12]=[CH:13][CH:14]=[CH:15][C:7]=2[C:6]1([CH2:17][C:18]1[CH:23]=[CH:22][CH:21]=[C:20]([O:24]C)[CH:19]=1)O)[CH3:3].COC1C=C(C=CC=1)C[Mg][Cl:33].CN(CC1CCOC2C=CC=CC=2C1=O)C.CS(O)(=O)=O.N[C@H](C(O)=O)CCSC.C(=O)(O)[O-].[Na+]. (5) Given the product [CH3:37][N:38]([CH3:42])[CH2:39][CH2:40][NH:41][C:31]([N:12]1[CH:13]([C:24]2[CH:25]=[CH:26][C:27]([Cl:30])=[CH:28][CH:29]=2)[C:14]([C:17]2[CH:18]=[CH:19][C:20]([Cl:23])=[CH:21][CH:22]=2)([CH3:16])[N:15]=[C:11]1[C:8]1[CH:9]=[CH:10][C:5]([C:1]([CH3:3])([CH3:2])[CH3:4])=[CH:6][C:7]=1[O:34][CH2:35][CH3:36])=[O:32], predict the reactants needed to synthesize it. The reactants are: [C:1]([C:5]1[CH:10]=[CH:9][C:8]([C:11]2[N:12]([C:31](Cl)=[O:32])[CH:13]([C:24]3[CH:29]=[CH:28][C:27]([Cl:30])=[CH:26][CH:25]=3)[C:14]([C:17]3[CH:22]=[CH:21][C:20]([Cl:23])=[CH:19][CH:18]=3)([CH3:16])[N:15]=2)=[C:7]([O:34][CH2:35][CH3:36])[CH:6]=1)([CH3:4])([CH3:3])[CH3:2].[CH3:37][N:38]([CH3:42])[CH2:39][CH2:40][NH2:41].